This data is from Full USPTO retrosynthesis dataset with 1.9M reactions from patents (1976-2016). The task is: Predict the reactants needed to synthesize the given product. (1) Given the product [CH3:1][O:2][C:3](=[O:27])[CH:4]([C:9]1[CH:10]=[C:11]([C:16]2[CH:21]=[C:20]([C:22]([F:24])([F:23])[F:25])[CH:19]=[C:18]([F:26])[CH:17]=2)[CH:12]=[C:13]([O:15][C:31]2[CH:30]=[C:29]([F:28])[CH:34]=[C:33]([F:35])[CH:32]=2)[CH:14]=1)[CH2:5][CH:6]([CH3:8])[CH3:7], predict the reactants needed to synthesize it. The reactants are: [CH3:1][O:2][C:3](=[O:27])[CH:4]([C:9]1[CH:10]=[C:11]([C:16]2[CH:21]=[C:20]([C:22]([F:25])([F:24])[F:23])[CH:19]=[C:18]([F:26])[CH:17]=2)[CH:12]=[C:13]([OH:15])[CH:14]=1)[CH2:5][CH:6]([CH3:8])[CH3:7].[F:28][C:29]1[CH:30]=[C:31](B(O)O)[CH:32]=[C:33]([F:35])[CH:34]=1. (2) The reactants are: [F:1][C:2]1[CH:7]=[CH:6][C:5]([C:8]2[C:16]3[C:11](=[CH:12][CH:13]=[C:14]([NH:17][C:18](=[O:23])[CH2:19][C:20](=O)[CH3:21])[CH:15]=3)[NH:10][N:9]=2)=[CH:4][CH:3]=1.[NH2:24][C:25]([NH2:27])=[O:26].FC(F)F.[Yb].[F:33][C:34]1[CH:41]=[CH:40][C:37]([CH:38]=O)=[CH:36][CH:35]=1. Given the product [F:33][C:34]1[CH:41]=[CH:40][C:37]([CH:38]2[C:19]([C:18]([NH:17][C:14]3[CH:15]=[C:16]4[C:11](=[CH:12][CH:13]=3)[NH:10][N:9]=[C:8]4[C:5]3[CH:6]=[CH:7][C:2]([F:1])=[CH:3][CH:4]=3)=[O:23])=[C:20]([CH3:21])[NH:27][C:25](=[O:26])[NH:24]2)=[CH:36][CH:35]=1, predict the reactants needed to synthesize it. (3) Given the product [CH3:30][N:28]1[CH:29]=[C:25]([C:2]2[CH:3]=[C:4]([NH2:8])[CH:5]=[CH:6][CH:7]=2)[CH:26]=[N:27]1, predict the reactants needed to synthesize it. The reactants are: Br[C:2]1[CH:3]=[C:4]([NH2:8])[CH:5]=[CH:6][CH:7]=1.CCO.C([O-])([O-])=O.[Na+].[Na+].CC1C(C)OB([C:25]2[CH:26]=[N:27][N:28]([CH3:30])[CH:29]=2)O1.